From a dataset of Reaction yield outcomes from USPTO patents with 853,638 reactions. Predict the reaction yield, written as a fraction of the theoretical maximum amount of product (1.0 means a 100% yield; for example, 0.34 means a 34% yield). (1) The reactants are [C:1]([O:5][C:6](=[O:37])[C@@H:7]([NH:24][C:25](=[O:36])[C:26]1[CH:31]=[CH:30][C:29]([C:32]([CH3:35])([CH3:34])[CH3:33])=[CH:28][CH:27]=1)[CH2:8][C:9]1[CH:14]=[CH:13][C:12]([C:15]2[N:20]=[CH:19][C:18]([C:21]([OH:23])=O)=[CH:17][N:16]=2)=[CH:11][CH:10]=1)([CH3:4])([CH3:3])[CH3:2].C(Cl)CCl.[C:42]([NH:50][NH2:51])(=[O:49])[CH2:43][CH2:44][CH2:45][CH2:46][CH2:47][CH3:48]. The catalyst is C(Cl)Cl.CN(C1C=CN=CC=1)C.C([O-])(O)=O.[Na+]. The product is [C:32]([C:29]1[CH:28]=[CH:27][C:26]([C:25]([NH:24][C@@H:7]([CH2:8][C:9]2[CH:14]=[CH:13][C:12]([C:15]3[N:20]=[CH:19][C:18]([C:21]([NH:51][NH:50][C:42](=[O:49])[CH2:43][CH2:44][CH2:45][CH2:46][CH2:47][CH3:48])=[O:23])=[CH:17][N:16]=3)=[CH:11][CH:10]=2)[C:6]([O:5][C:1]([CH3:2])([CH3:3])[CH3:4])=[O:37])=[O:36])=[CH:31][CH:30]=1)([CH3:34])([CH3:33])[CH3:35]. The yield is 0.610. (2) The reactants are F[C:2]1C=CC=C(OC)[C:3]=1[OH:10].F[C:12]1[CH:13]=[C:14](C)[CH:15]=[CH:16][C:17]=1[N+:18]([O-:20])=[O:19].FC1C=CC(N)=C(OC2C(OC)=CC=CC=2F)C=1.[F:40][C:41]1[CH:55]=[CH:54][CH:53]=[C:52]([O:56][CH3:57])[C:42]=1[O:43][C:44]1[CH:50]=[C:49]([CH3:51])[CH:48]=[CH:47][C:45]=1[NH2:46].[NH2:58][C:59]1[S:60][CH:61]=[CH:62][N:63]=1. No catalyst specified. The product is [N+:18]([C:17]1[CH:16]=[CH:15][CH:14]=[CH:13][C:12]=1[CH3:2])([O-:20])=[O:19].[F:40][C:41]1[CH:55]=[CH:54][CH:53]=[C:52]([O:56][CH3:57])[C:42]=1[O:43][C:44]1[CH:50]=[C:49]([CH3:51])[CH:48]=[CH:47][C:45]=1[NH:46][C:3]([NH:58][C:59]1[S:60][CH:61]=[CH:62][N:63]=1)=[O:10]. The yield is 0.650.